Dataset: Catalyst prediction with 721,799 reactions and 888 catalyst types from USPTO. Task: Predict which catalyst facilitates the given reaction. (1) Reactant: P(Cl)(Cl)(Cl)(Cl)[Cl:2].[Br:7][C:8]1[CH:21]=[CH:20][C:19]2[NH:18][C:17](=O)[C:16]3[C:11](=[CH:12][CH:13]=[CH:14][CH:15]=3)[C:10]=2[CH:9]=1. Product: [Br:7][C:8]1[CH:21]=[CH:20][C:19]2[C:10](=[C:11]3[C:16](=[C:17]([Cl:2])[N:18]=2)[CH:15]=[CH:14][CH:13]=[CH:12]3)[CH:9]=1. The catalyst class is: 265. (2) Reactant: C([O:3][C:4]([C:6]1[S:10][C:9]([NH2:11])=[N:8][C:7]=1[C:12]1[CH:17]=[CH:16][CH:15]=[CH:14][CH:13]=1)=O)C.O.[NH2:19][NH2:20].O. Product: [NH2:11][C:9]1[S:10][C:6]([C:4]([NH:19][NH2:20])=[O:3])=[C:7]([C:12]2[CH:17]=[CH:16][CH:15]=[CH:14][CH:13]=2)[N:8]=1. The catalyst class is: 5.